From a dataset of Forward reaction prediction with 1.9M reactions from USPTO patents (1976-2016). Predict the product of the given reaction. (1) The product is: [F:34][CH:35]([F:52])[C:36]1[CH:37]=[C:38]([C:26]2[C:21]([NH:20][C:4]3[C:3]4[C:8](=[CH:9][C:10]([F:12])=[CH:11][C:2]=4[F:1])[N:7]=[C:6]([C:13]4[CH:18]=[CH:17][CH:16]=[CH:15][N:14]=4)[C:5]=3[CH3:19])=[CH:22][C:23]([N:28]3[CH2:33][CH2:32][O:31][CH2:30][CH2:29]3)=[N:24][CH:25]=2)[CH:39]=[CH:40][C:41]=1[F:42]. Given the reactants [F:1][C:2]1[CH:11]=[C:10]([F:12])[CH:9]=[C:8]2[C:3]=1[C:4]([NH:20][C:21]1[C:26](I)=[CH:25][N:24]=[C:23]([N:28]3[CH2:33][CH2:32][O:31][CH2:30][CH2:29]3)[CH:22]=1)=[C:5]([CH3:19])[C:6]([C:13]1[CH:18]=[CH:17][CH:16]=[CH:15][N:14]=1)=[N:7]2.[F:34][CH:35]([F:52])[C:36]1[CH:37]=[C:38](B2OC(C)(C)C(C)(C)O2)[CH:39]=[CH:40][C:41]=1[F:42].C1(P(C2CCCCC2)C2CCCCC2)CCCCC1.[O-]P([O-])([O-])=O.[K+].[K+].[K+], predict the reaction product. (2) Given the reactants [C:1]([OH:10])(=[O:9])[CH2:2][CH2:3][CH2:4][CH2:5][C:6]([OH:8])=O.C1(N=C=NC2CCCCC2)CCCCC1.C[C@H]1[C@@]2(O)O[C@H](C[C@H](OC)C(C)=CC=CC=C[C@@H](C)C[C@@H](C)C([C@H](OC)[C@H](O)C(C)=C[C@@H](C)C(C[C@@H]([C@@H](C[C@H]3C[C@@H](OC)[C@H](O)CC3)C)OC([C@H]3N(C(C2=O)=O)CCCC3)=O)=O)=O)CC1.CN(C1C=CC=CN=1)C, predict the reaction product. The product is: [C:6]1(=[O:8])[O:10][C:1](=[O:9])[CH2:2][CH2:3][CH2:4][CH2:5]1. (3) Given the reactants [CH3:1][O:2][C:3](=[O:28])[C@@H:4]([NH:8][C:9]([C:22]1[CH:27]=[CH:26][CH:25]=[CH:24][CH:23]=1)([C:16]1[CH:21]=[CH:20][CH:19]=[CH:18][CH:17]=1)[C:10]1[CH:15]=[CH:14][CH:13]=[CH:12][CH:11]=1)[C@@H:5](O)[CH3:6].C1C=CC(P(C2C=CC=CC=2)C2C=CC=CC=2)=CC=1.N(C(OCC)=O)=NC(OCC)=O.C1C=CC(OP(OC2C=CC=CC=2)([N:69]=[N+:70]=[N-:71])=O)=CC=1, predict the reaction product. The product is: [N:69]([C@H:5]([CH3:6])[C@H:4]([NH:8][C:9]([C:16]1[CH:17]=[CH:18][CH:19]=[CH:20][CH:21]=1)([C:22]1[CH:23]=[CH:24][CH:25]=[CH:26][CH:27]=1)[C:10]1[CH:11]=[CH:12][CH:13]=[CH:14][CH:15]=1)[C:3]([O:2][CH3:1])=[O:28])=[N+:70]=[N-:71]. (4) Given the reactants Cl[C:2]1[N:11]=[C:10]([NH:12][CH2:13][CH:14]([C:16]2[CH:21]=[CH:20][CH:19]=[CH:18][CH:17]=2)[OH:15])[C:9]2[C:4](=[CH:5][CH:6]=[CH:7][CH:8]=2)[N:3]=1.[CH3:22][C:23]1[C:28](B(O)O)=[CH:27][N:26]2[CH:32]=[CH:33][N:34]=[C:25]2[CH:24]=1.C(NC1C2C(=CC=CC=2)N=C(C2SC3C=CC=CC=3C=2)N=1)(C1C=CC=CC=1)C1C=CC=CC=1, predict the reaction product. The product is: [CH3:22][C:23]1[C:28]([C:2]2[N:11]=[C:10]([NH:12][CH2:13][CH:14]([C:16]3[CH:21]=[CH:20][CH:19]=[CH:18][CH:17]=3)[OH:15])[C:9]3[C:4](=[CH:5][CH:6]=[CH:7][CH:8]=3)[N:3]=2)=[CH:27][N:26]2[CH:32]=[CH:33][N:34]=[C:25]2[CH:24]=1. (5) Given the reactants C1(P(C2C=CC=CC=2)C2C=CC3C(=CC=CC=3)C=2C2C3C(=CC=CC=3)C=CC=2P(C2C=CC=CC=2)C2C=CC=CC=2)C=CC=CC=1.CC(C)([O-])C.[Na+].Cl.[F:54][C@@H:55]1[CH2:59][CH2:58][NH:57][CH2:56]1.Br[C:61]1[CH:62]=[C:63]([S:67]([N:70]2[CH2:79][CH2:78][C:77]3[C@:72]([CH2:90][O:91][CH2:92][CH:93]4[CH2:95][CH2:94]4)([CH2:73][C:74]4[CH:82]=[N:81][N:80]([C:83]5[CH:88]=[CH:87][C:86]([F:89])=[CH:85][CH:84]=5)[C:75]=4[CH:76]=3)[CH2:71]2)(=[O:69])=[O:68])[CH:64]=[CH:65][CH:66]=1, predict the reaction product. The product is: [CH:93]1([CH2:92][O:91][CH2:90][C@@:72]23[CH2:71][N:70]([S:67]([C:63]4[CH:64]=[CH:65][CH:66]=[C:61]([N:57]5[CH2:58][CH2:59][C@@H:55]([F:54])[CH2:56]5)[CH:62]=4)(=[O:68])=[O:69])[CH2:79][CH2:78][C:77]2=[CH:76][C:75]2[N:80]([C:83]4[CH:88]=[CH:87][C:86]([F:89])=[CH:85][CH:84]=4)[N:81]=[CH:82][C:74]=2[CH2:73]3)[CH2:95][CH2:94]1. (6) Given the reactants [CH3:1][O:2][C:3](=[O:12])[CH2:4][C:5]1[CH:6]=[N:7][CH:8]=[C:9]([Br:11])[CH:10]=1.[CH3:13][Si](C)(C)[N-][Si](C)(C)C.[Li+].IC.CCOC(C)=O, predict the reaction product. The product is: [CH3:1][O:2][C:3](=[O:12])[CH:4]([C:5]1[CH:6]=[N:7][CH:8]=[C:9]([Br:11])[CH:10]=1)[CH3:13].